From a dataset of Forward reaction prediction with 1.9M reactions from USPTO patents (1976-2016). Predict the product of the given reaction. (1) Given the reactants [O:1]=[S:2]1(=[O:19])[CH2:6][CH2:5][CH2:4][N:3]1[C@@H:7]([CH2:15][CH:16]([CH3:18])[CH3:17])[C:8]([O:10]C(C)(C)C)=[O:9].Cl, predict the reaction product. The product is: [O:1]=[S:2]1(=[O:19])[CH2:6][CH2:5][CH2:4][N:3]1[C@@H:7]([CH2:15][CH:16]([CH3:17])[CH3:18])[C:8]([OH:10])=[O:9]. (2) The product is: [C:16]([C:18]1[CH:23]=[CH:22][CH:21]=[CH:20][C:19]=1[C:24]1[CH:29]=[CH:28][C:27]([CH2:30][C:31]2[C:32](=[O:33])[N:6]([C@H:7]3[CH2:8][C@H:9]([C:11]([O:13][CH2:14][CH3:15])=[O:12])[CH2:10]3)[C:3]3[N:2]([N:1]=[CH:5][N:4]=3)[C:37]=2[CH2:38][CH2:39][CH3:40])=[C:26]([F:42])[CH:25]=1)#[N:17]. Given the reactants [N:1]1[N:2]=[C:3]([NH:6][CH:7]2[CH2:10][CH:9]([C:11]([O:13][CH2:14][CH3:15])=[O:12])[CH2:8]2)[NH:4][CH:5]=1.[C:16]([C:18]1[CH:23]=[CH:22][CH:21]=[CH:20][C:19]=1[C:24]1[CH:29]=[CH:28][C:27]([CH2:30][CH:31]([C:37](=O)[CH2:38][CH2:39][CH3:40])[C:32](OCC)=[O:33])=[C:26]([F:42])[CH:25]=1)#[N:17].Cl, predict the reaction product. (3) Given the reactants [N+:1]([C:4]1[CH:5]=[C:6]([C:12]2[O:13][C:14]3[CH:20]=[CH:19][C:18](Br)=[CH:17][C:15]=3[N:16]=2)[C:7]([O:10][CH3:11])=[CH:8][CH:9]=1)([O-:3])=[O:2].[CH2:22]1[O:30][C:29]2[CH:28]=[CH:27][C:26](B(O)O)=[CH:25][C:24]=2[O:23]1, predict the reaction product. The product is: [N+:1]([C:4]1[CH:5]=[C:6]([C:12]2[O:13][C:14]3[CH:20]=[CH:19][C:18]([C:27]4[CH:26]=[CH:25][C:24]5[O:23][CH2:22][O:30][C:29]=5[CH:28]=4)=[CH:17][C:15]=3[N:16]=2)[C:7]([O:10][CH3:11])=[CH:8][CH:9]=1)([O-:3])=[O:2]. (4) Given the reactants [Cl:1][C:2]1[CH:9]=[C:8]([F:10])[CH:7]=[CH:6][C:3]=1[CH:4]=[O:5].[N+:11]([O-])([O-:13])=[O:12].[K+], predict the reaction product. The product is: [Cl:1][C:2]1[CH:9]=[C:8]([F:10])[C:7]([N+:11]([O-:13])=[O:12])=[CH:6][C:3]=1[CH:4]=[O:5]. (5) Given the reactants FC(F)(F)C(O)=O.[CH:8]1([O:12][C:13]2[CH:14]=[C:15]([F:28])[C:16]([F:27])=[C:17]([NH:19]C(=O)OC(C)(C)C)[CH:18]=2)[CH2:11][CH2:10][CH2:9]1.[Cl:29]CCl, predict the reaction product. The product is: [ClH:29].[CH:8]1([O:12][C:13]2[CH:14]=[C:15]([F:28])[C:16]([F:27])=[C:17]([CH:18]=2)[NH2:19])[CH2:9][CH2:10][CH2:11]1.